Dataset: Catalyst prediction with 721,799 reactions and 888 catalyst types from USPTO. Task: Predict which catalyst facilitates the given reaction. (1) Reactant: [H-].[Al+3].[Li+].[H-].[H-].[H-].[N:7]([C@H:10]([C:32]1[CH:37]=[CH:36][CH:35]=[CH:34][CH:33]=1)[C@@H:11]([C:22]1[CH:31]=[CH:30][C:29]2[C:24](=[CH:25][CH:26]=[CH:27][CH:28]=2)[CH:23]=1)[CH2:12][N:13]([CH3:21])[C:14](=O)OC(C)(C)C)=[N+]=[N-]. Product: [CH3:21][N:13]([CH3:14])[CH2:12][C@H:11]([C:22]1[CH:31]=[CH:30][C:29]2[C:24](=[CH:25][CH:26]=[CH:27][CH:28]=2)[CH:23]=1)[C@@H:10]([C:32]1[CH:33]=[CH:34][CH:35]=[CH:36][CH:37]=1)[NH2:7]. The catalyst class is: 1. (2) Reactant: O[CH2:2][C:3]1[CH:4]=[CH:5][C:6]2[O:11][CH2:10][C:9](=[O:12])[N:8]([CH2:13][CH2:14][CH2:15][O:16][CH3:17])[C:7]=2[CH:18]=1.[Br:19][Si](C)(C)C. Product: [Br:19][CH2:2][C:3]1[CH:4]=[CH:5][C:6]2[O:11][CH2:10][C:9](=[O:12])[N:8]([CH2:13][CH2:14][CH2:15][O:16][CH3:17])[C:7]=2[CH:18]=1. The catalyst class is: 22.